Dataset: HIV replication inhibition screening data with 41,000+ compounds from the AIDS Antiviral Screen. Task: Binary Classification. Given a drug SMILES string, predict its activity (active/inactive) in a high-throughput screening assay against a specified biological target. (1) The molecule is CC1CCC2(CC1)NC1=C(CC(C)CC1)C1=C2CC(C)CC1. The result is 0 (inactive). (2) The compound is O=C(NC(=O)c1c(F)cccc1F)Nc1ncc(Br)cc1Br. The result is 0 (inactive). (3) The compound is N#CC=Cc1ccc2ccccc2c1. The result is 0 (inactive). (4) The compound is O=C(O)C1C2c3ccccc3C(O)C1(C(=O)O)c1ccccc12. The result is 0 (inactive). (5) The compound is Oc1cc(O)c2c(-c3c(O)c(-c4ccc(O)c(O)c4)[o+]c4cc(O)cc(O)c34)c(O)c(-c3ccc(O)c(O)c3)[o+]c2c1.[Cl-]. The result is 0 (inactive).